This data is from Catalyst prediction with 721,799 reactions and 888 catalyst types from USPTO. The task is: Predict which catalyst facilitates the given reaction. (1) Reactant: [C:1]([C:3]1[CH:4]=[C:5]([CH:9]=[CH:10][C:11]=1[O:12][CH:13]([CH3:15])[CH3:14])[C:6]([OH:8])=O)#[N:2].C1C=CC2N(O)N=NC=2C=1.CCN=C=NCCCN(C)C.O[NH:38][C:39]([C:41]1[C:50]2[CH2:49][CH2:48][CH2:47][C@@H:46]([OH:51])[C:45]=2[CH:44]=[CH:43][CH:42]=1)=[NH:40]. Product: [OH:51][C@@H:46]1[CH2:47][CH2:48][CH2:49][C:50]2[C:41]([C:39]3[N:38]=[C:6]([C:5]4[CH:9]=[CH:10][C:11]([O:12][CH:13]([CH3:15])[CH3:14])=[C:3]([CH:4]=4)[C:1]#[N:2])[O:8][N:40]=3)=[CH:42][CH:43]=[CH:44][C:45]1=2. The catalyst class is: 499. (2) Reactant: Cl[C:2]1[CH:3]=[C:4]([CH:8]=[CH:9][N:10]=1)[C:5]([OH:7])=[O:6].[CH2:11]([OH:18])[C:12]1[CH:17]=[CH:16][CH:15]=[CH:14][CH:13]=1.C(O[K])(C)(C)C.O. Product: [CH2:11]([O:18][C:2]1[CH:3]=[C:4]([CH:8]=[CH:9][N:10]=1)[C:5]([OH:7])=[O:6])[C:12]1[CH:17]=[CH:16][CH:15]=[CH:14][CH:13]=1. The catalyst class is: 37. (3) Reactant: [I:1][C:2]1[CH:9]=[CH:8][C:5]([CH2:6]Cl)=[CH:4][CH:3]=1.[P:10](OCC)([O:15][CH2:16][CH3:17])([O:12][CH2:13][CH3:14])=[O:11]. Product: [I:1][C:2]1[CH:9]=[CH:8][C:5]([CH2:6][P:10](=[O:11])([O:15][CH2:16][CH3:17])[O:12][CH2:13][CH3:14])=[CH:4][CH:3]=1. The catalyst class is: 11.